Dataset: Reaction yield outcomes from USPTO patents with 853,638 reactions. Task: Predict the reaction yield, written as a fraction of the theoretical maximum amount of product (1.0 means a 100% yield; for example, 0.34 means a 34% yield). (1) The reactants are [O:1]1[CH2:3][CH:2]1[CH2:4][O:5][C:6]1[CH:14]=[CH:13][CH:12]=[C:11]2[C:7]=1[CH:8]=[C:9]([C:15]#[N:16])[NH:10]2.[C:17]1([NH:23][C:24]([N:26]2[CH2:33][CH:32]3[CH2:34][CH:28]([CH2:29][NH:30][CH2:31]3)[CH2:27]2)=[O:25])[CH:22]=[CH:21][CH:20]=[CH:19][CH:18]=1.O. The catalyst is C(O)(C)C. The product is [C:15]([C:9]1[NH:10][C:11]2[C:7]([CH:8]=1)=[C:6]([O:5][CH2:4][CH:2]([OH:1])[CH2:3][N:30]1[CH2:31][CH:32]3[CH2:34][CH:28]([CH2:27][N:26]([C:24]([NH:23][C:17]4[CH:22]=[CH:21][CH:20]=[CH:19][CH:18]=4)=[O:25])[CH2:33]3)[CH2:29]1)[CH:14]=[CH:13][CH:12]=2)#[N:16]. The yield is 0.370. (2) The reactants are [CH2:1]([C:3]1[N:7]([C:8]2[N:16]=[C:15]3[C:11]([N:12]=[C:13]([CH:18]=O)[N:14]3[CH3:17])=[C:10]([N:20]3[CH2:25][CH2:24][O:23][CH2:22][CH2:21]3)[N:9]=2)[C:6]2[CH:26]=[CH:27][CH:28]=[CH:29][C:5]=2[N:4]=1)[CH3:2].[NH:30]1[CH2:33][CH:32]([N:34]2[CH2:39][CH2:38][S:37](=[O:41])(=[O:40])[CH2:36][CH2:35]2)[CH2:31]1.C(O[BH-](OC(=O)C)OC(=O)C)(=O)C.[Na+]. The catalyst is ClCCCl. The product is [CH2:1]([C:3]1[N:7]([C:8]2[N:16]=[C:15]3[C:11]([N:12]=[C:13]([CH2:18][N:30]4[CH2:33][CH:32]([N:34]5[CH2:39][CH2:38][S:37](=[O:41])(=[O:40])[CH2:36][CH2:35]5)[CH2:31]4)[N:14]3[CH3:17])=[C:10]([N:20]3[CH2:21][CH2:22][O:23][CH2:24][CH2:25]3)[N:9]=2)[C:6]2[CH:26]=[CH:27][CH:28]=[CH:29][C:5]=2[N:4]=1)[CH3:2]. The yield is 0.730.